This data is from Forward reaction prediction with 1.9M reactions from USPTO patents (1976-2016). The task is: Predict the product of the given reaction. Given the reactants [CH3:1][C:2]1[CH:3]=[C:4]([CH:9]([NH2:11])[CH3:10])[CH:5]=[C:6]([CH3:8])[CH:7]=1.F[C:13]1[CH:18]=[C:17]([F:19])[CH:16]=[CH:15][C:14]=1[N+:20]([O-:22])=[O:21].C(N(CC)C(C)C)(C)C, predict the reaction product. The product is: [F:19][C:17]1[CH:16]=[CH:15][C:14]([N+:20]([O-:22])=[O:21])=[C:13]([NH:11][CH:9]([C:4]2[CH:5]=[C:6]([CH3:8])[CH:7]=[C:2]([CH3:1])[CH:3]=2)[CH3:10])[CH:18]=1.